The task is: Regression. Given two drug SMILES strings and cell line genomic features, predict the synergy score measuring deviation from expected non-interaction effect.. This data is from NCI-60 drug combinations with 297,098 pairs across 59 cell lines. (1) Drug 1: CNC(=O)C1=CC=CC=C1SC2=CC3=C(C=C2)C(=NN3)C=CC4=CC=CC=N4. Drug 2: CC1CCC2CC(C(=CC=CC=CC(CC(C(=O)C(C(C(=CC(C(=O)CC(OC(=O)C3CCCCN3C(=O)C(=O)C1(O2)O)C(C)CC4CCC(C(C4)OC)O)C)C)O)OC)C)C)C)OC. Cell line: OVCAR-5. Synergy scores: CSS=21.3, Synergy_ZIP=0.153, Synergy_Bliss=2.72, Synergy_Loewe=-10.8, Synergy_HSA=1.52. (2) Drug 1: CC1C(C(CC(O1)OC2CC(CC3=C2C(=C4C(=C3O)C(=O)C5=C(C4=O)C(=CC=C5)OC)O)(C(=O)C)O)N)O.Cl. Drug 2: CCC(=C(C1=CC=CC=C1)C2=CC=C(C=C2)OCCN(C)C)C3=CC=CC=C3.C(C(=O)O)C(CC(=O)O)(C(=O)O)O. Cell line: A498. Synergy scores: CSS=31.5, Synergy_ZIP=-4.37, Synergy_Bliss=3.18, Synergy_Loewe=3.04, Synergy_HSA=2.90. (3) Drug 1: CC(C1=C(C=CC(=C1Cl)F)Cl)OC2=C(N=CC(=C2)C3=CN(N=C3)C4CCNCC4)N. Drug 2: CC1=C(C=C(C=C1)NC2=NC=CC(=N2)N(C)C3=CC4=NN(C(=C4C=C3)C)C)S(=O)(=O)N.Cl. Cell line: CAKI-1. Synergy scores: CSS=54.6, Synergy_ZIP=16.3, Synergy_Bliss=16.1, Synergy_Loewe=19.6, Synergy_HSA=19.9. (4) Drug 1: CC1=C(C=C(C=C1)NC2=NC=CC(=N2)N(C)C3=CC4=NN(C(=C4C=C3)C)C)S(=O)(=O)N.Cl. Drug 2: CCC1(CC2CC(C3=C(CCN(C2)C1)C4=CC=CC=C4N3)(C5=C(C=C6C(=C5)C78CCN9C7C(C=CC9)(C(C(C8N6C)(C(=O)OC)O)OC(=O)C)CC)OC)C(=O)OC)O.OS(=O)(=O)O. Cell line: ACHN. Synergy scores: CSS=33.2, Synergy_ZIP=-4.70, Synergy_Bliss=3.11, Synergy_Loewe=3.19, Synergy_HSA=3.66. (5) Drug 1: CN(CC1=CN=C2C(=N1)C(=NC(=N2)N)N)C3=CC=C(C=C3)C(=O)NC(CCC(=O)O)C(=O)O. Drug 2: CC(C)CN1C=NC2=C1C3=CC=CC=C3N=C2N. Cell line: NCI-H522. Synergy scores: CSS=18.9, Synergy_ZIP=2.37, Synergy_Bliss=-2.51, Synergy_Loewe=-23.2, Synergy_HSA=-3.02. (6) Drug 1: C1CCC(CC1)NC(=O)N(CCCl)N=O. Drug 2: C(CN)CNCCSP(=O)(O)O. Cell line: SR. Synergy scores: CSS=36.5, Synergy_ZIP=-7.89, Synergy_Bliss=-14.8, Synergy_Loewe=-18.4, Synergy_HSA=-11.9.